This data is from TCR-epitope binding with 47,182 pairs between 192 epitopes and 23,139 TCRs. The task is: Binary Classification. Given a T-cell receptor sequence (or CDR3 region) and an epitope sequence, predict whether binding occurs between them. (1) The epitope is RLDKVEAEV. The TCR CDR3 sequence is CSVWWDGYTF. Result: 0 (the TCR does not bind to the epitope). (2) The epitope is MPASWVMRI. The TCR CDR3 sequence is CASRTGLAGSDEQFF. Result: 1 (the TCR binds to the epitope). (3) The epitope is TSNQVAVLY. The TCR CDR3 sequence is CASSFRDSSNTEAFF. Result: 1 (the TCR binds to the epitope). (4) The epitope is RLRAEAQVK. The TCR CDR3 sequence is CASSARTGVGYGYTF. Result: 1 (the TCR binds to the epitope).